Task: Predict the reactants needed to synthesize the given product.. Dataset: Full USPTO retrosynthesis dataset with 1.9M reactions from patents (1976-2016) Given the product [NH2:18][C:14]1[CH:13]=[CH:12][CH:11]=[C:10]2[C:15]=1[CH:16]=[CH:17][C:8]([CH2:7][N:1]1[CH2:2][CH2:3][O:4][CH2:5][CH2:6]1)=[N:9]2, predict the reactants needed to synthesize it. The reactants are: [N:1]1([CH2:7][C:8]2[CH:17]=[CH:16][C:15]3[C:10](=[CH:11][CH:12]=[CH:13][C:14]=3[N+:18]([O-])=O)[N:9]=2)[CH2:6][CH2:5][O:4][CH2:3][CH2:2]1.C(=O)([O-])[O-].[K+].[K+].